This data is from Forward reaction prediction with 1.9M reactions from USPTO patents (1976-2016). The task is: Predict the product of the given reaction. (1) Given the reactants [NH:1]1[CH2:6][CH2:5][O:4][CH2:3][CH2:2]1.Cl[C:8]1[C:17]2[C:12](=[CH:13][CH:14]=[CH:15][CH:16]=2)[N:11]=[CH:10][CH:9]=1, predict the reaction product. The product is: [N:1]1([C:8]2[C:17]3[C:12](=[CH:13][CH:14]=[CH:15][CH:16]=3)[N:11]=[CH:10][CH:9]=2)[CH2:6][CH2:5][O:4][CH2:3][CH2:2]1. (2) Given the reactants [NH:1]1[CH2:5][CH2:4][CH2:3][CH2:2]1.[ClH:6].CCO[CH2:10][CH3:11].[CH3:12]COC(C)=O, predict the reaction product. The product is: [CH2:2]([Cl:6])[C:3]1[CH:11]=[CH:10][CH:12]=[CH:5][CH:4]=1.[NH:1]1[CH2:5][CH2:4][CH2:3][CH2:2]1.